From a dataset of Cav3 T-type calcium channel HTS with 100,875 compounds. Binary Classification. Given a drug SMILES string, predict its activity (active/inactive) in a high-throughput screening assay against a specified biological target. (1) The drug is o1c2c(c3c1cccc3)cc(OC)c(NC(=O)c1cccnc1)c2. The result is 0 (inactive). (2) The compound is S1CC(=O)N(N\C=C2\C=C(OC)C(=O)C=C2)C1=S. The result is 0 (inactive).